Dataset: Forward reaction prediction with 1.9M reactions from USPTO patents (1976-2016). Task: Predict the product of the given reaction. (1) Given the reactants [N+:1]([C:4]1[CH:5]=[C:6]2[C:10](=[CH:11][CH:12]=1)[NH:9][C:8]([C:13]([O:15][CH2:16][CH3:17])=[O:14])=[C:7]2[C:18]1[CH:23]=[CH:22][CH:21]=[CH:20][CH:19]=1)([O-:3])=[O:2].IC.[C:26]([O-])([O-])=O.[Cs+].[Cs+], predict the reaction product. The product is: [CH3:26][N:9]1[C:10]2[C:6](=[CH:5][C:4]([N+:1]([O-:3])=[O:2])=[CH:12][CH:11]=2)[C:7]([C:18]2[CH:23]=[CH:22][CH:21]=[CH:20][CH:19]=2)=[C:8]1[C:13]([O:15][CH2:16][CH3:17])=[O:14]. (2) Given the reactants [Cl:1][C:2]1[CH:7]=[CH:6][C:5]([C:8]([CH3:12])([CH3:11])[C:9]#N)=[C:4]([O:13][CH3:14])[CH:3]=1.[H-].C([Al+]CC(C)C)C(C)C.C([OH:28])(C)C.C(O)(=O)C(C(C(O)=O)O)O, predict the reaction product. The product is: [Cl:1][C:2]1[CH:7]=[CH:6][C:5]([C:8]([CH3:12])([CH3:11])[CH:9]=[O:28])=[C:4]([O:13][CH3:14])[CH:3]=1. (3) Given the reactants [CH2:1]([O:8][C:9]([NH:11][CH2:12][CH2:13][C:14]([OH:16])=O)=[O:10])[C:2]1[CH:7]=[CH:6][CH:5]=[CH:4][CH:3]=1.Cl.CN(C)CCCN=C=NCC.OC1C2N=NNC=2C=CC=1.C(N(CC)CC)C.[NH2:46][CH2:47][CH:48]([OH:52])[CH:49]([CH3:51])[CH3:50], predict the reaction product. The product is: [CH2:1]([O:8][C:9](=[O:10])[NH:11][CH2:12][CH2:13][C:14](=[O:16])[NH:46][CH2:47][CH:48]([OH:52])[CH:49]([CH3:51])[CH3:50])[C:2]1[CH:3]=[CH:4][CH:5]=[CH:6][CH:7]=1. (4) Given the reactants [NH2:1][C:2]1[CH:7]=[CH:6][C:5]([C:8]2[CH:13]=[CH:12][CH:11]=[C:10]([F:14])[CH:9]=2)=[CH:4][C:3]=1[CH:15]([OH:17])[CH3:16].Cl[C:19](Cl)([O:21]C(=O)OC(Cl)(Cl)Cl)Cl.C(=O)(O)[O-].[Na+].C(OCC)(=O)C, predict the reaction product. The product is: [F:14][C:10]1[CH:9]=[C:8]([C:5]2[CH:6]=[CH:7][C:2]3[NH:1][C:19](=[O:21])[O:17][CH:15]([CH3:16])[C:3]=3[CH:4]=2)[CH:13]=[CH:12][CH:11]=1. (5) Given the reactants [CH:1]1([CH2:4][CH:5]([C:7]2[CH:8]=[C:9]([CH:14]=[CH:15][C:16]=2[CH3:17])[C:10]([O:12][CH3:13])=[O:11])[OH:6])[CH2:3][CH2:2]1.CC(OI1(OC(C)=O)(OC(C)=O)OC(=O)C2C=CC=CC1=2)=O, predict the reaction product. The product is: [CH:1]1([CH2:4][C:5]([C:7]2[CH:8]=[C:9]([CH:14]=[CH:15][C:16]=2[CH3:17])[C:10]([O:12][CH3:13])=[O:11])=[O:6])[CH2:3][CH2:2]1. (6) Given the reactants [CH2:1]([O:19][C:20]1[CH:21]=[C:22]([CH:25]=[C:26]([O:28][CH2:29][CH2:30][CH2:31][CH2:32][CH2:33][CH2:34][CH2:35][CH2:36]/[CH:37]=[CH:38]\[CH2:39][CH2:40][CH2:41][CH2:42][CH2:43][CH2:44][CH2:45][CH3:46])[CH:27]=1)[CH:23]=O)[CH2:2][CH2:3][CH2:4][CH2:5][CH2:6][CH2:7][CH2:8]/[CH:9]=[CH:10]\[CH2:11][CH2:12][CH2:13][CH2:14][CH2:15][CH2:16][CH2:17][CH3:18].Cl.[CH3:48][NH:49][CH3:50].[BH4-].[Na+].N.CO, predict the reaction product. The product is: [CH2:1]([O:19][C:20]1[CH:21]=[C:22]([CH2:23][N:49]([CH3:50])[CH3:48])[CH:25]=[C:26]([O:28][CH2:29][CH2:30][CH2:31][CH2:32][CH2:33][CH2:34][CH2:35][CH2:36]/[CH:37]=[CH:38]\[CH2:39][CH2:40][CH2:41][CH2:42][CH2:43][CH2:44][CH2:45][CH3:46])[CH:27]=1)[CH2:2][CH2:3][CH2:4][CH2:5][CH2:6][CH2:7][CH2:8]/[CH:9]=[CH:10]\[CH2:11][CH2:12][CH2:13][CH2:14][CH2:15][CH2:16][CH2:17][CH3:18]. (7) Given the reactants CC([N:5]([C:9]1[CH:14]=[CH:13][C:12]([C:15]2[S:16][CH:17]=[CH:18][CH:19]=2)=[CH:11][C:10]=1[NH:20][C:21]([C:23]1[CH:28]=[CH:27][C:26]([CH2:29][N:30]2[CH2:35][CH2:34][Si:33]([CH3:37])([CH3:36])[CH2:32][CH2:31]2)=[CH:25][CH:24]=1)=[O:22])C(=O)[O-])(C)C.C(O)(C(F)(F)F)=O, predict the reaction product. The product is: [NH2:5][C:9]1[CH:14]=[CH:13][C:12]([C:15]2[S:16][CH:17]=[CH:18][CH:19]=2)=[CH:11][C:10]=1[NH:20][C:21](=[O:22])[C:23]1[CH:24]=[CH:25][C:26]([CH2:29][N:30]2[CH2:35][CH2:34][Si:33]([CH3:36])([CH3:37])[CH2:32][CH2:31]2)=[CH:27][CH:28]=1.